From a dataset of TCR-epitope binding with 47,182 pairs between 192 epitopes and 23,139 TCRs. Binary Classification. Given a T-cell receptor sequence (or CDR3 region) and an epitope sequence, predict whether binding occurs between them. (1) The epitope is FLYNLLTRV. The TCR CDR3 sequence is CASSKLERGYSNQPQHF. Result: 0 (the TCR does not bind to the epitope). (2) The epitope is RPRGEVRFL. The TCR CDR3 sequence is CSAETGAGNYGYTF. Result: 0 (the TCR does not bind to the epitope). (3) The epitope is FVDGVPFVV. The TCR CDR3 sequence is CAPGSPNTGELFF. Result: 1 (the TCR binds to the epitope). (4) The epitope is QIKVRVKMV. The TCR CDR3 sequence is CATSRDSSGANVLTF. Result: 0 (the TCR does not bind to the epitope). (5) The epitope is GTITSGWTF. The TCR CDR3 sequence is CASSLGRGMKTQYF. Result: 0 (the TCR does not bind to the epitope). (6) The epitope is KMKDLSPRW. Result: 0 (the TCR does not bind to the epitope). The TCR CDR3 sequence is CAPDLGRWGETQYF. (7) The epitope is PROT_97E67BCC. The TCR CDR3 sequence is CASSEFVRGNQPQHF. Result: 1 (the TCR binds to the epitope).